This data is from Catalyst prediction with 721,799 reactions and 888 catalyst types from USPTO. The task is: Predict which catalyst facilitates the given reaction. (1) Reactant: Br[C:2]1[CH:7]=[CH:6][C:5]([CH2:8][N:9]2[CH2:13][CH2:12][CH2:11][S:10]2(=[O:15])=[O:14])=[CH:4][CH:3]=1.[F:16][C:17]([F:28])([F:27])[C:18]1[C:26]2[CH2:25][CH2:24][CH2:23][CH2:22][C:21]=2[NH:20][N:19]=1.CN(C)CC(O)=O.C(=O)([O-])[O-].[K+].[K+]. Product: [O:14]=[S:10]1(=[O:15])[CH2:11][CH2:12][CH2:13][N:9]1[CH2:8][C:5]1[CH:6]=[CH:7][C:2]([N:20]2[C:21]3[CH2:22][CH2:23][CH2:24][CH2:25][C:26]=3[C:18]([C:17]([F:16])([F:28])[F:27])=[N:19]2)=[CH:3][CH:4]=1. The catalyst class is: 156. (2) Reactant: [CH3:1][N:2]1[C:6]2[CH:7]=[C:8]([NH:37][S:38]([C:41]3[N:42]=[CH:43][N:44]([CH3:46])[CH:45]=3)(=[O:40])=[O:39])[C:9]([O:11][C:12]3[CH:13]=[C:14]([CH:30]=[C:31]([O:33][CH2:34][CH2:35][CH3:36])[CH:32]=3)[O:15][CH2:16][CH2:17][CH2:18][CH2:19][CH2:20][CH2:21][NH:22]C(=O)OC(C)(C)C)=[CH:10][C:5]=2[N:4]([CH3:47])[C:3]1=[O:48].[C:49]([OH:55])([C:51]([F:54])([F:53])[F:52])=[O:50]. Product: [F:52][C:51]([F:54])([F:53])[C:49]([OH:55])=[O:50].[NH2:22][CH2:21][CH2:20][CH2:19][CH2:18][CH2:17][CH2:16][O:15][C:14]1[CH:13]=[C:12]([CH:32]=[C:31]([O:33][CH2:34][CH2:35][CH3:36])[CH:30]=1)[O:11][C:9]1[C:8]([NH:37][S:38]([C:41]2[N:42]=[CH:43][N:44]([CH3:46])[CH:45]=2)(=[O:40])=[O:39])=[CH:7][C:6]2[N:2]([CH3:1])[C:3](=[O:48])[N:4]([CH3:47])[C:5]=2[CH:10]=1. The catalyst class is: 2. (3) Reactant: [NH2:1][C:2]1[N:7]=[C:6]([O:8]S(C(F)(F)F)(=O)=O)[C:5]([N+:16]([O-:18])=[O:17])=[C:4]([C:19]2[O:20][CH:21]=[CH:22][CH:23]=2)[N:3]=1.[CH2:24](O)[C:25]1[CH:30]=[CH:29][CH:28]=[CH:27][CH:26]=1.C1CCN2C(=NCCC2)CC1. Product: [CH2:24]([O:8][C:6]1[C:5]([N+:16]([O-:18])=[O:17])=[C:4]([C:19]2[O:20][CH:21]=[CH:22][CH:23]=2)[N:3]=[C:2]([NH2:1])[N:7]=1)[C:25]1[CH:30]=[CH:29][CH:28]=[CH:27][CH:26]=1. The catalyst class is: 57. (4) Reactant: [Br:1][C:2]1[CH:3]=[C:4]2[C:12](=[CH:13][CH:14]=1)[NH:11][C:10]1[CH:9]([NH:15][C@H:16]([C:18]3[CH:23]=[CH:22][CH:21]=[CH:20][CH:19]=3)[CH3:17])[CH2:8][CH2:7][CH2:6][C:5]2=1.C(NCC)C.[ClH:29]. Product: [ClH:29].[Br:1][C:2]1[CH:3]=[C:4]2[C:12](=[CH:13][CH:14]=1)[NH:11][C:10]1[C@@H:9]([NH:15][C@H:16]([C:18]3[CH:23]=[CH:22][CH:21]=[CH:20][CH:19]=3)[CH3:17])[CH2:8][CH2:7][CH2:6][C:5]2=1. The catalyst class is: 5. (5) Reactant: [CH:1]1([O:6][C:7]2[N:15]=[C:14]3[C:10]([N:11]=[CH:12][N:13]3[C@@H:16]3[O:22][C@H:21]([CH2:23]O)[C@@H:19]([OH:20])[C@H:17]3[OH:18])=[C:9]([NH2:25])[N:8]=2)[CH2:5][CH2:4][CH2:3][CH2:2]1.C(OC(C([Cl:35])=O)(C)C)(=O)C. Product: [Cl:35][C@H:19]1[C@@H:21]([CH3:23])[O:22][C@@H:16]([N:13]2[CH:12]=[N:11][C:10]3[C:14]2=[N:15][C:7]([O:6][CH:1]2[CH2:5][CH2:4][CH2:3][CH2:2]2)=[N:8][C:9]=3[NH2:25])[C@@H:17]1[OH:18].[Cl:35][C@H:17]1[C@H:19]([OH:20])[C@@H:21]([CH3:23])[O:22][C@H:16]1[N:13]1[CH:12]=[N:11][C:10]2[C:14]1=[N:15][C:7]([O:6][CH:1]1[CH2:5][CH2:4][CH2:3][CH2:2]1)=[N:8][C:9]=2[NH2:25]. The catalyst class is: 47. (6) Reactant: [CH2:1]([O:8][C:9]1[C:14]([C:15]2[CH:16]=[C:17]([C:33]([CH3:36])([CH3:35])[CH3:34])[C:18]([O:31][CH3:32])=[C:19]([NH:21][C:22]([C:24]3[N:25]=[N:26][C:27](Cl)=[CH:28][CH:29]=3)=[O:23])[CH:20]=2)=[CH:13][CH:12]=[CH:11][N:10]=1)[C:2]1[CH:7]=[CH:6][CH:5]=[CH:4][CH:3]=1.[F:37][C:38]([F:42])([F:41])[CH2:39][NH2:40].O. Product: [CH2:1]([O:8][C:9]1[C:14]([C:15]2[CH:16]=[C:17]([C:33]([CH3:36])([CH3:35])[CH3:34])[C:18]([O:31][CH3:32])=[C:19]([NH:21][C:22]([C:24]3[N:25]=[N:26][C:27]([NH:40][CH2:39][C:38]([F:42])([F:41])[F:37])=[CH:28][CH:29]=3)=[O:23])[CH:20]=2)=[CH:13][CH:12]=[CH:11][N:10]=1)[C:2]1[CH:7]=[CH:6][CH:5]=[CH:4][CH:3]=1. The catalyst class is: 37.